This data is from Forward reaction prediction with 1.9M reactions from USPTO patents (1976-2016). The task is: Predict the product of the given reaction. (1) Given the reactants C([O:3][C:4](=O)[CH2:5][O:6][C:7]1[CH:12]=[CH:11][CH:10]=[C:9]([C:13]([CH2:29][CH3:30])=[C:14]([C:22]2[CH:27]=[CH:26][C:25]([OH:28])=[CH:24][CH:23]=2)[C:15]2[CH:20]=[CH:19][C:18]([OH:21])=[CH:17][CH:16]=2)[CH:8]=1)C.[H-].[H-].[H-].[H-].[Li+].[Al+3], predict the reaction product. The product is: [OH:3][CH2:4][CH2:5][O:6][C:7]1[CH:8]=[C:9]([C:13]([CH2:29][CH3:30])=[C:14]([C:15]2[CH:16]=[CH:17][C:18]([OH:21])=[CH:19][CH:20]=2)[C:22]2[CH:27]=[CH:26][C:25]([OH:28])=[CH:24][CH:23]=2)[CH:10]=[CH:11][CH:12]=1. (2) Given the reactants [Br:1][C:2]1[CH:3]=[CH:4][CH:5]=[C:6]2[C:10]=1[N:9]([CH3:11])[N:8]=[C:7]2[NH2:12].C1N2CCN(CC2)C1.Cl.[CH3:22][N:23]1[CH2:28][CH2:27][N:26]([S:29](Cl)(=[O:31])=[O:30])[CH2:25][CH2:24]1, predict the reaction product. The product is: [Br:1][C:2]1[CH:3]=[CH:4][CH:5]=[C:6]2[C:10]=1[N:9]([CH3:11])[N:8]=[C:7]2[NH:12][S:29]([N:26]1[CH2:27][CH2:28][N:23]([CH3:22])[CH2:24][CH2:25]1)(=[O:31])=[O:30]. (3) The product is: [C:26]([O:10][C:9](=[O:11])[CH2:8][C:5]1[CH:6]=[CH:7][C:2]([CH3:1])=[CH:3][C:4]=1[O:12][CH2:13][C:14]1[CH:19]=[CH:18][CH:17]=[CH:16][CH:15]=1)([CH3:29])([CH3:28])[CH3:27]. Given the reactants [CH3:1][C:2]1[CH:7]=[CH:6][C:5]([CH2:8][C:9]([OH:11])=[O:10])=[C:4]([O:12][CH2:13][C:14]2[CH:19]=[CH:18][CH:17]=[CH:16][CH:15]=2)[CH:3]=1.C(Cl)(=O)C(Cl)=O.[C:26](O)([CH3:29])([CH3:28])[CH3:27], predict the reaction product. (4) Given the reactants C([Li])(C)(C)C.CCCCC.Br[C:12]1[CH:17]=[CH:16][C:15]([S:18][CH3:19])=[CH:14][C:13]=1[CH3:20].[B:21](OC)([O:24]C)[O:22]C, predict the reaction product. The product is: [CH3:20][C:13]1[CH:14]=[C:15]([S:18][CH3:19])[CH:16]=[CH:17][C:12]=1[B:21]([OH:24])[OH:22]. (5) Given the reactants [C:1]([OH:12])(=O)/[CH:2]=[CH:3]/[CH2:4][CH2:5][CH2:6][CH2:7][CH2:8][CH2:9][CH3:10].[CH3:13][CH2:14][CH2:15][CH:16]([NH2:20])[CH2:17][CH2:18][CH3:19], predict the reaction product. The product is: [CH3:13][CH2:14][CH2:15][CH:16]([NH:20][C:1](=[O:12])/[CH:2]=[CH:3]/[CH2:4][CH2:5][CH2:6][CH2:7][CH2:8][CH2:9][CH3:10])[CH2:17][CH2:18][CH3:19].